Dataset: Forward reaction prediction with 1.9M reactions from USPTO patents (1976-2016). Task: Predict the product of the given reaction. Given the reactants C[O:2][C:3]([C:5]1[CH:9]=[C:8]([CH2:10][CH2:11][CH2:12][C:13]2[NH:23][C:16]3[N:17]=[C:18]([NH2:22])[NH:19][C:20](=[O:21])[C:15]=3[CH:14]=2)[S:7][CH:6]=1)=[O:4].[OH-].[Na+].C(Cl)(Cl)Cl.CO, predict the reaction product. The product is: [NH2:22][C:18]1[NH:19][C:20](=[O:21])[C:15]2[CH:14]=[C:13]([CH2:12][CH2:11][CH2:10][C:8]3[S:7][CH:6]=[C:5]([C:3]([OH:4])=[O:2])[CH:9]=3)[NH:23][C:16]=2[N:17]=1.